Dataset: Forward reaction prediction with 1.9M reactions from USPTO patents (1976-2016). Task: Predict the product of the given reaction. (1) Given the reactants [F:1][C:2]([F:34])([F:33])[C:3]1[CH:4]=[C:5]([C@H:13]2[O:17][C:16](=[O:18])[N:15]([CH2:19][C:20]3[C:25](Br)=[CH:24][N:23]=[C:22]([N:27]4[CH2:30][CH:29]([F:31])[CH2:28]4)[N:21]=3)[C@H:14]2[CH3:32])[CH:6]=[C:7]([C:9]([F:12])([F:11])[F:10])[CH:8]=1.[CH:35]([C:38]1[CH:39]=[C:40](B(O)O)[C:41]([O:44][CH3:45])=[N:42][CH:43]=1)([CH3:37])[CH3:36].C([O-])([O-])=O.[K+].[K+], predict the reaction product. The product is: [F:1][C:2]([F:34])([F:33])[C:3]1[CH:4]=[C:5]([C@H:13]2[O:17][C:16](=[O:18])[N:15]([CH2:19][C:20]3[C:25]([C:40]4[C:41]([O:44][CH3:45])=[N:42][CH:43]=[C:38]([CH:35]([CH3:37])[CH3:36])[CH:39]=4)=[CH:24][N:23]=[C:22]([N:27]4[CH2:30][CH:29]([F:31])[CH2:28]4)[N:21]=3)[C@H:14]2[CH3:32])[CH:6]=[C:7]([C:9]([F:12])([F:11])[F:10])[CH:8]=1. (2) Given the reactants [C:1]([O:5][C:6]([N:8]1[CH2:13][CH2:12][N:11]([C:14]2[C:22]3[CH:21]=[C:20](C(O)=O)[S:19][C:18]=3[CH:17]=[CH:16][CH:15]=2)[CH2:10][CH2:9]1)=[O:7])([CH3:4])([CH3:3])[CH3:2], predict the reaction product. The product is: [S:19]1[CH:20]=[CH:21][C:22]2[C:14]([N:11]3[CH2:10][CH2:9][N:8]([C:6]([O:5][C:1]([CH3:4])([CH3:3])[CH3:2])=[O:7])[CH2:13][CH2:12]3)=[CH:15][CH:16]=[CH:17][C:18]1=2. (3) Given the reactants [OH:1][C@@H:2]1[CH2:7][CH2:6][O:5][C:3]1=[O:4].C(N(CC)CC)C.[C:15](=O)([O:24]N1C(=O)CCC1=O)[O:16][N:17]1[C:21](=[O:22])[CH2:20][CH2:19][C:18]1=[O:23], predict the reaction product. The product is: [O:4]=[C:3]1[C@H:2]([O:1][C:15]([O:16][N:17]2[C:21](=[O:22])[CH2:20][CH2:19][C:18]2=[O:23])=[O:24])[CH2:7][CH2:6][O:5]1.